Dataset: Full USPTO retrosynthesis dataset with 1.9M reactions from patents (1976-2016). Task: Predict the reactants needed to synthesize the given product. (1) Given the product [CH:1]1([C:7]2[CH:8]=[CH:9][C:10]([C:13]([N:15]3[CH2:18][CH:17]([N:19]4[CH2:20][CH2:21][N:22]([C:62]([C:34]5[CH:35]=[CH:36][CH:37]=[CH:38][CH:49]=5)=[O:63])[CH2:23][CH2:24]4)[CH2:16]3)=[O:14])=[CH:11][CH:12]=2)[CH2:2][CH2:3][CH2:4][CH2:5][CH2:6]1, predict the reactants needed to synthesize it. The reactants are: [CH:1]1([C:7]2[CH:12]=[CH:11][C:10]([C:13]([N:15]3[CH2:18][CH:17]([N:19]4[CH2:24][CH2:23][NH:22][CH2:21][CH2:20]4)[CH2:16]3)=[O:14])=[CH:9][CH:8]=2)[CH2:6][CH2:5][CH2:4][CH2:3][CH2:2]1.CN(C(ON1N=N[C:35]2[CH:36]=[CH:37][CH:38]=N[C:34]1=2)=[N+](C)C)C.F[P-](F)(F)(F)(F)F.[CH3:49]CN(C(C)C)C(C)C.O.CN([CH:62]=[O:63])C. (2) Given the product [NH:3]1[C:4]2[CH:10]=[CH:9][CH:8]=[CH:7][C:5]=2[N:6]=[C:2]1[S:1][CH2:12][CH2:13][CH2:14][CH2:15][N:16]1[C:20](=[O:21])[C:19]2[C:18](=[CH:25][CH:24]=[CH:23][CH:22]=2)[C:17]1=[O:26], predict the reactants needed to synthesize it. The reactants are: [SH:1][C:2]1[NH:3][C:4]2[CH:10]=[CH:9][CH:8]=[CH:7][C:5]=2[N:6]=1.Br[CH2:12][CH2:13][CH2:14][CH2:15][N:16]1[C:20](=[O:21])[C:19]2=[CH:22][CH:23]=[CH:24][CH:25]=[C:18]2[C:17]1=[O:26].C([O-])([O-])=O.[K+].[K+].C([O-])(O)=O.[Na+].